This data is from CYP3A4 inhibition data for predicting drug metabolism from PubChem BioAssay. The task is: Regression/Classification. Given a drug SMILES string, predict its absorption, distribution, metabolism, or excretion properties. Task type varies by dataset: regression for continuous measurements (e.g., permeability, clearance, half-life) or binary classification for categorical outcomes (e.g., BBB penetration, CYP inhibition). Dataset: cyp3a4_veith. The molecule is CCc1cccc2c(-c3ccccc3)c3c(nc12)OCC3. The result is 0 (non-inhibitor).